Dataset: Forward reaction prediction with 1.9M reactions from USPTO patents (1976-2016). Task: Predict the product of the given reaction. (1) Given the reactants C(O[C:9]([NH:11][C@H:12](C(O)=O)[CH2:13][CH2:14][C:15]([OH:17])=[O:16])=O)C1C=CC=CC=1.[CH2:21]=[O:22].O.C1(C)C=CC(S(O)(=O)=O)=CC=1.C1C=CC=CC=1, predict the reaction product. The product is: [O:22]1[CH2:21][CH2:9][NH:11][CH:12]1[CH2:13][CH2:14][C:15]([OH:17])=[O:16]. (2) Given the reactants [NH:1]1[C:9]2[C:4](=[CH:5][CH:6]=[CH:7][CH:8]=2)[C:3]([C@H:10]([CH3:50])[C@@H:11]([NH:35][C:36]([N:38]2[CH2:43][CH2:42][CH:41]([C:44]3[CH:49]=[CH:48][CH:47]=[CH:46][CH:45]=3)[CH2:40][CH2:39]2)=[O:37])[C:12]([NH:14][C:15]2[CH:16]=[C:17]([CH:32]=[CH:33][CH:34]=2)[CH2:18][N:19]2[CH2:24][CH2:23][N:22](C(OC(C)(C)C)=O)[CH2:21][CH2:20]2)=[O:13])=[CH:2]1.Cl.O1CCOCC1.C(OCC)C.O, predict the reaction product. The product is: [NH:1]1[C:9]2[C:4](=[CH:5][CH:6]=[CH:7][CH:8]=2)[C:3]([C@H:10]([CH3:50])[C@@H:11]([NH:35][C:36]([N:38]2[CH2:39][CH2:40][CH:41]([C:44]3[CH:49]=[CH:48][CH:47]=[CH:46][CH:45]=3)[CH2:42][CH2:43]2)=[O:37])[C:12]([NH:14][C:15]2[CH:34]=[CH:33][CH:32]=[C:17]([CH2:18][N:19]3[CH2:24][CH2:23][NH:22][CH2:21][CH2:20]3)[CH:16]=2)=[O:13])=[CH:2]1. (3) Given the reactants [CH2:1]([O:3][C:4](=[O:18])[C:5](=O)[CH2:6][C:7]([C:9]1[CH:14]=[C:13]([S:15][CH3:16])[CH:12]=[CH:11][N:10]=1)=O)[CH3:2].[NH:19]([C:21]1[CH:22]=[CH:23][C:24]([O:27][CH3:28])=[N:25][CH:26]=1)[NH2:20], predict the reaction product. The product is: [CH2:1]([O:3][C:4]([C:5]1[CH:6]=[C:7]([C:9]2[CH:14]=[C:13]([S:15][CH3:16])[CH:12]=[CH:11][N:10]=2)[N:19]([C:21]2[CH:26]=[N:25][C:24]([O:27][CH3:28])=[CH:23][CH:22]=2)[N:20]=1)=[O:18])[CH3:2].